Dataset: Reaction yield outcomes from USPTO patents with 853,638 reactions. Task: Predict the reaction yield, written as a fraction of the theoretical maximum amount of product (1.0 means a 100% yield; for example, 0.34 means a 34% yield). (1) The product is [CH3:27][C:28]([CH3:32])([CH3:31])[C:29]#[C:30][C:2]1[CH:23]=[CH:22][C:5]([C:6]([NH:8][S:9]([C:12]2[CH:17]=[CH:16][CH:15]=[CH:14][C:13]=2[S:18](=[O:21])(=[O:20])[NH2:19])(=[O:11])=[O:10])=[O:7])=[C:4]([F:24])[C:3]=1[O:25][CH3:26]. The yield is 0.0800. No catalyst specified. The reactants are Br[C:2]1[CH:23]=[CH:22][C:5]([C:6]([NH:8][S:9]([C:12]2[CH:17]=[CH:16][CH:15]=[CH:14][C:13]=2[S:18](=[O:21])(=[O:20])[NH2:19])(=[O:11])=[O:10])=[O:7])=[C:4]([F:24])[C:3]=1[O:25][CH3:26].[CH3:27][C:28]([CH3:32])([CH3:31])[C:29]#[CH:30]. (2) The reactants are [CH3:1][O:2][C:3]1[CH:4]=[C:5]2[C:10](=[C:11]3[CH2:15][C:14]([CH3:17])([CH3:16])[O:13][C:12]=13)[C:9]([C:18]1[CH:19]=[C:20]([NH2:24])[CH:21]=[CH:22][CH:23]=1)=[N:8][C:7]([CH3:26])([CH3:25])[CH2:6]2.C(N(CC)CC)C.[C:34](Cl)(=[O:36])[CH3:35].O. The catalyst is O1CCCC1. The product is [CH3:1][O:2][C:3]1[CH:4]=[C:5]2[C:10](=[C:11]3[CH2:15][C:14]([CH3:17])([CH3:16])[O:13][C:12]=13)[C:9]([C:18]1[CH:19]=[C:20]([NH:24][C:34](=[O:36])[CH3:35])[CH:21]=[CH:22][CH:23]=1)=[N:8][C:7]([CH3:26])([CH3:25])[CH2:6]2. The yield is 0.780. (3) The reactants are [OH:1][C:2]1[C:11]2[C:6](=[CH:7][CH:8]=[C:9](I)[CH:10]=2)[N:5]([CH3:13])[C:4](=[O:14])[C:3]=1[C:15]([NH:17][CH2:18][C:19]([O:21][CH2:22][CH3:23])=[O:20])=[O:16].[Cu](C#N)[C:25]#[N:26]. The catalyst is O1CCOCC1.[C-]#N.C([N+](CC)(CC)CC)C.C1(P(C2C=CC=CC=2)[C-]2C=CC=C2)C=CC=CC=1.[C-]1(P(C2C=CC=CC=2)C2C=CC=CC=2)C=CC=C1.[Fe+2].C1C=CC(/C=C/C(/C=C/C2C=CC=CC=2)=O)=CC=1.C1C=CC(/C=C/C(/C=C/C2C=CC=CC=2)=O)=CC=1.C1C=CC(/C=C/C(/C=C/C2C=CC=CC=2)=O)=CC=1.[Pd].[Pd]. The product is [C:25]([C:9]1[CH:10]=[C:11]2[C:6](=[CH:7][CH:8]=1)[N:5]([CH3:13])[C:4](=[O:14])[C:3]([C:15]([NH:17][CH2:18][C:19]([O:21][CH2:22][CH3:23])=[O:20])=[O:16])=[C:2]2[OH:1])#[N:26]. The yield is 0.900. (4) The reactants are [N:1]1([CH2:14][C@H:15](O)[CH3:16])[C:9]2[C:4](=[CH:5][CH:6]=[C:7]3[O:13][CH2:12][CH:11]=[CH:10][C:8]3=2)[CH:3]=[N:2]1.C(N(CC)CC)C.CS(OS(C)(=O)=O)(=O)=O.[N-:34]=[N+:35]=[N-:36].[Na+]. The catalyst is C1COCC1. The product is [N:34]([C@@H:15]([CH3:16])[CH2:14][N:1]1[C:9]2[C:4](=[CH:5][CH:6]=[C:7]3[O:13][CH2:12][CH:11]=[CH:10][C:8]3=2)[CH:3]=[N:2]1)=[N+:35]=[N-:36]. The yield is 0.390.